This data is from Full USPTO retrosynthesis dataset with 1.9M reactions from patents (1976-2016). The task is: Predict the reactants needed to synthesize the given product. (1) Given the product [CH:1]1([CH2:6][CH:7]([C:11]2[CH:16]=[CH:15][C:14]([Cl:17])=[C:13]([Cl:18])[CH:12]=2)[C:8]([NH:52][C:53]2[N:54]=[N:55][CH:56]=[CH:57][CH:58]=2)=[O:10])[CH2:2][CH2:3][CH2:4][CH2:5]1, predict the reactants needed to synthesize it. The reactants are: [CH:1]1([CH2:6][CH:7]([C:11]2[CH:16]=[CH:15][C:14]([Cl:17])=[C:13]([Cl:18])[CH:12]=2)[C:8]([OH:10])=O)[CH2:5][CH2:4][CH2:3][CH2:2]1.F[P-](F)(F)(F)(F)F.N1(OC(N(C)C)=[N+](C)C)C2C=CC=CC=2N=N1.C(N(CC)C(C)C)(C)C.[NH2:52][C:53]1[N:54]=[N:55][CH:56]=[CH:57][CH:58]=1. (2) Given the product [CH:30]1([C:33]2[C:34]([O:44][CH2:45][CH:46]3[CH2:47][CH2:48][N:49]([CH2:52][C:53]4[N:54]=[C:55]([CH:58]([CH3:60])[CH3:59])[S:56][CH:57]=4)[CH2:50][CH2:51]3)=[CH:35][C:36]([F:43])=[C:37]([CH:42]=2)[C:38]([OH:40])=[O:39])[CH2:32][CH2:31]1, predict the reactants needed to synthesize it. The reactants are: C1(C2C(OCC3CCN(CC4N=C(C)SC=4)CC3)=CC(F)=C(C=2)C(OC)=O)CC1.[CH:30]1([C:33]2[C:34]([O:44][CH2:45][CH:46]3[CH2:51][CH2:50][N:49]([CH2:52][C:53]4[N:54]=[C:55]([CH:58]([CH3:60])[CH3:59])[S:56][CH:57]=4)[CH2:48][CH2:47]3)=[CH:35][C:36]([F:43])=[C:37]([CH:42]=2)[C:38]([O:40]C)=[O:39])[CH2:32][CH2:31]1. (3) Given the product [CH2:1]([O:8][C:9]([NH:11][C@H:12]1[CH2:16][CH2:15][N:14]([CH:17]2[CH2:22][CH2:21][N:20]([CH:43]([CH3:45])[CH3:42])[CH2:19][CH:18]2[C:23]([O:25][CH3:26])=[O:24])[C:13]1=[O:27])=[O:10])[C:2]1[CH:7]=[CH:6][CH:5]=[CH:4][CH:3]=1, predict the reactants needed to synthesize it. The reactants are: [CH2:1]([O:8][C:9]([NH:11][C@H:12]1[CH2:16][CH2:15][N:14]([C@H:17]2[CH2:22][CH2:21][NH:20][CH2:19][C@H:18]2[C:23]([O:25][CH3:26])=[O:24])[C:13]1=[O:27])=[O:10])[C:2]1[CH:7]=[CH:6][CH:5]=[CH:4][CH:3]=1.C(O[BH-](OC(=O)C)OC(=O)C)(=O)C.[Na+].[CH3:42][C:43]([CH3:45])=O.[OH-].[Na+]. (4) Given the product [CH3:1][O:2][C:3]1[CH:4]=[C:5]([CH:9]=[C:10]([O:12][CH3:13])[CH:11]=1)[C:6]([Cl:16])=[O:7], predict the reactants needed to synthesize it. The reactants are: [CH3:1][O:2][C:3]1[CH:4]=[C:5]([CH:9]=[C:10]([O:12][CH3:13])[CH:11]=1)[C:6](O)=[O:7].S(Cl)([Cl:16])=O. (5) Given the product [CH2:1]([N:8]1[CH2:14][CH:13]2[CH2:15][CH:10]([C:11]3[CH:17]=[N:18][N:29]([C:26]4[CH:27]=[CH:28][C:23]([F:22])=[CH:24][CH:25]=4)[C:12]=32)[CH2:9]1)[C:2]1[CH:3]=[CH:4][CH:5]=[CH:6][CH:7]=1, predict the reactants needed to synthesize it. The reactants are: [CH2:1]([N:8]1[CH2:14][CH:13]2[CH2:15][CH:10]([C:11](=[CH:17][N:18](C)C)[C:12]2=O)[CH2:9]1)[C:2]1[CH:7]=[CH:6][CH:5]=[CH:4][CH:3]=1.Cl.[F:22][C:23]1[CH:28]=[CH:27][C:26]([NH:29]N)=[CH:25][CH:24]=1. (6) Given the product [CH3:27][O:26][C:24]([N:11]1[CH2:10][C@@H:9]2[CH2:15][C@@H:13]([CH2:14][NH:8]2)[CH2:12]1)=[O:25], predict the reactants needed to synthesize it. The reactants are: C(OC([N:8]1[CH2:14][C@@H:13]2[CH2:15][C@H:9]1[CH2:10][NH:11][CH2:12]2)=O)(C)(C)C.C(N(CC)CC)C.Cl[C:24]([O:26][CH3:27])=[O:25]. (7) Given the product [CH3:11][CH:12]1[CH2:25][CH2:24][O:23][C:22](=[O:26])[CH2:21][CH:20]=[CH:19][CH2:18][CH2:17][CH:16]=[CH:15][CH2:14][CH2:13]1, predict the reactants needed to synthesize it. The reactants are: N1C2C(=CC=CC=2)C=CC=1.[CH3:11][CH:12]1[CH2:25][CH2:24][O:23][C:22](=[O:26])[CH2:21][CH:20]=[CH:19][CH2:18][CH2:17][C:16]#[C:15][CH2:14][CH2:13]1.